This data is from Reaction yield outcomes from USPTO patents with 853,638 reactions. The task is: Predict the reaction yield, written as a fraction of the theoretical maximum amount of product (1.0 means a 100% yield; for example, 0.34 means a 34% yield). The reactants are [CH2:1]([NH:8][C:9]1[N:10]=[CH:11][N:12](C(C2C=CC=CC=2)(C2C=CC=CC=2)C2C=CC=CC=2)[CH:13]=1)[C:2]1[CH:7]=[CH:6][CH:5]=[CH:4][CH:3]=1.[ClH:33]. The catalyst is O1CCOCC1. The product is [ClH:33].[CH2:1]([NH:8][C:9]1[N:10]=[CH:11][NH:12][CH:13]=1)[C:2]1[CH:3]=[CH:4][CH:5]=[CH:6][CH:7]=1. The yield is 1.00.